From a dataset of Forward reaction prediction with 1.9M reactions from USPTO patents (1976-2016). Predict the product of the given reaction. (1) Given the reactants [C:1]([C:3]1[CH:10]=[CH:9][C:6]([CH:7]=O)=[CH:5][CH:4]=1)#[N:2].[O:11]=[C:12]([CH:14](P(=O)(OCC)OCC)[CH2:15][CH2:16][CH2:17][CH2:18][CH3:19])[CH3:13], predict the reaction product. The product is: [C:12](/[C:14](/[CH2:15][CH2:16][CH2:17][CH2:18][CH3:19])=[CH:7]/[C:6]1[CH:9]=[CH:10][C:3]([C:1]#[N:2])=[CH:4][CH:5]=1)(=[O:11])[CH3:13]. (2) Given the reactants C[Si](C=[N+]=[N-])(C)C.[CH3:8]CCCCC.[Cl:14][C:15]1[CH:16]=[C:17]([C@@H:21]([OH:25])[C:22]([OH:24])=[O:23])[CH:18]=[CH:19][CH:20]=1.CO, predict the reaction product. The product is: [CH3:8][O:23][C:22](=[O:24])[C@@H:21]([C:17]1[CH:18]=[CH:19][CH:20]=[C:15]([Cl:14])[CH:16]=1)[OH:25]. (3) Given the reactants CC1C=CC(S(O[CH2:12][C@H:13]2[CH2:18][CH2:17][C@H:16]3[CH2:19][C@@H:14]2[C:15]3([CH3:21])[CH3:20])(=O)=O)=CC=1.[C-:22]#[N:23].[K+], predict the reaction product. The product is: [CH3:21][C:15]1([CH3:20])[C@H:14]2[CH2:19][C@@H:16]1[CH2:17][CH2:18][C@@H:13]2[CH2:12][C:22]#[N:23].